This data is from Reaction yield outcomes from USPTO patents with 853,638 reactions. The task is: Predict the reaction yield, written as a fraction of the theoretical maximum amount of product (1.0 means a 100% yield; for example, 0.34 means a 34% yield). The reactants are [O:1]1[CH2:5][CH2:4][CH2:3][C@@H:2]1[CH2:6][OH:7].[CH3:8][C:9]1[CH:14]=[CH:13][C:12]([S:15](Cl)(=[O:17])=[O:16])=[CH:11][CH:10]=1. The catalyst is C(Cl)Cl.N1C=CC=CC=1. The product is [CH3:8][C:9]1[CH:14]=[CH:13][C:12]([S:15]([O:7][CH2:6][C@H:2]2[CH2:3][CH2:4][CH2:5][O:1]2)(=[O:17])=[O:16])=[CH:11][CH:10]=1. The yield is 0.690.